This data is from Full USPTO retrosynthesis dataset with 1.9M reactions from patents (1976-2016). The task is: Predict the reactants needed to synthesize the given product. Given the product [CH3:1][C:2]1[CH:3]=[C:4]([CH:21]=[CH:22][C:23]=1[N+:24]([O-:26])=[O:25])[CH2:5][N:6]1[CH:10]=[C:9]([C:11]([Cl:30])=[O:12])[C:8]([C:14]([F:20])([F:19])[C:15]([F:18])([F:17])[F:16])=[N:7]1, predict the reactants needed to synthesize it. The reactants are: [CH3:1][C:2]1[CH:3]=[C:4]([CH:21]=[CH:22][C:23]=1[N+:24]([O-:26])=[O:25])[CH2:5][N:6]1[CH:10]=[C:9]([C:11](O)=[O:12])[C:8]([C:14]([F:20])([F:19])[C:15]([F:18])([F:17])[F:16])=[N:7]1.C(Cl)(=O)C([Cl:30])=O.